From a dataset of Catalyst prediction with 721,799 reactions and 888 catalyst types from USPTO. Predict which catalyst facilitates the given reaction. (1) Reactant: [C:1]([NH:4][CH2:5][CH:6]1[CH2:11][CH2:10][CH:9]([C:12](OCC)=[O:13])[CH2:8][CH2:7]1)(=[O:3])[CH3:2].[H-].[Al+3].[Li+].[H-].[H-].[H-]. Product: [OH:13][CH2:12][CH:9]1[CH2:10][CH2:11][CH:6]([CH2:5][NH:4][C:1](=[O:3])[CH3:2])[CH2:7][CH2:8]1. The catalyst class is: 7. (2) Reactant: Br[C:2]1[CH:6]=[CH:5][S:4][C:3]=1[C:7]1[CH:12]=[CH:11][CH:10]=[CH:9][CH:8]=1.[B:13](OC(C)C)([O:18]C(C)C)[O:14]C(C)C.[Li]CCCC. Product: [C:7]1([C:3]2[S:4][CH:5]=[CH:6][C:2]=2[B:13]([OH:18])[OH:14])[CH:12]=[CH:11][CH:10]=[CH:9][CH:8]=1. The catalyst class is: 33. (3) Reactant: [C:1]1([C:11]([O:13]C)=[O:12])([C:4]([O:6][C:7]([CH3:10])([CH3:9])[CH3:8])=[O:5])[CH2:3][CH2:2]1.O.[OH-].[Li+]. Product: [C:7]([O:6][C:4]([C:1]1([C:11]([OH:13])=[O:12])[CH2:3][CH2:2]1)=[O:5])([CH3:10])([CH3:8])[CH3:9]. The catalyst class is: 193. (4) Reactant: [N:1]1[C:10]2[C:5](=[CH:6][CH:7]=[CH:8][C:9]=2[C:11](=[O:13])[CH3:12])[CH:4]=[CH:3][CH:2]=1.[Si:14](OS(C(F)(F)F)(=O)=O)([C:17]([CH3:20])([CH3:19])[CH3:18])([CH3:16])[CH3:15]. The catalyst class is: 326. Product: [Si:14]([O:13][C:11]([C:9]1[CH:8]=[CH:7][CH:6]=[C:5]2[C:10]=1[N:1]=[CH:2][CH:3]=[CH:4]2)=[CH2:12])([C:17]([CH3:20])([CH3:19])[CH3:18])([CH3:16])[CH3:15]. (5) Reactant: [CH3:1][C:2]1[CH:3]=[C:4]([CH2:9][NH2:10])[CH:5]=[CH:6][C:7]=1[CH3:8].[CH:11]1([NH:14][C:15]2[N:20]3[N:21]=[CH:22][C:23](/[CH:24]=[C:25]4/[C:26](=[O:31])[NH:27][C:28](=[O:30])[NH:29]/4)=[C:19]3[N:18]=[C:17](S(C)(=O)=O)[N:16]=2)[CH2:13][CH2:12]1.C1(NC2N3N=CC(/C=C4/C(=O)NC(=O)N/4)=C3N=C(S(C)=O)N=2)CC1. Product: [CH:11]1([NH:14][C:15]2[N:20]3[N:21]=[CH:22][C:23](/[CH:24]=[C:25]4/[C:26](=[O:31])[NH:27][C:28](=[O:30])[NH:29]/4)=[C:19]3[N:18]=[C:17]([NH:10][CH2:9][C:4]3[CH:5]=[CH:6][C:7]([CH3:8])=[C:2]([CH3:1])[CH:3]=3)[N:16]=2)[CH2:12][CH2:13]1. The catalyst class is: 37. (6) Reactant: [OH:1][CH:2]([CH2:17][C:18]1[CH:26]=[C:25]([CH3:27])[C:24]2[C:20](=[CH:21][N:22]([CH2:28][O:29][CH2:30][CH2:31][Si:32]([CH3:35])([CH3:34])[CH3:33])[N:23]=2)[CH:19]=1)[C:3]([N:5]1[CH2:10][CH2:9][CH:8]([N:11]2[CH2:16][CH2:15][CH2:14][CH2:13][CH2:12]2)[CH2:7][CH2:6]1)=[O:4].C(N(C(C)C)CC)(C)C.[NH:45]1[CH2:50][CH2:49][CH:48]([C:51]2[C:52](=[O:61])[NH:53][C:54]3[C:59]([CH:60]=2)=[CH:58][CH:57]=[CH:56][CH:55]=3)[CH2:47][CH2:46]1.O.ClCCl.CN(C)[CH:68]=[O:69]. Product: [O:61]=[C:52]1[C:51]([CH:48]2[CH2:47][CH2:46][N:45]([C:68]([O:1][CH:2]([CH2:17][C:18]3[CH:26]=[C:25]([CH3:27])[C:24]4[C:20](=[CH:21][N:22]([CH2:28][O:29][CH2:30][CH2:31][Si:32]([CH3:33])([CH3:35])[CH3:34])[N:23]=4)[CH:19]=3)[C:3](=[O:4])[N:5]3[CH2:10][CH2:9][CH:8]([N:11]4[CH2:16][CH2:15][CH2:14][CH2:13][CH2:12]4)[CH2:7][CH2:6]3)=[O:69])[CH2:50][CH2:49]2)=[CH:60][C:59]2[C:54](=[CH:55][CH:56]=[CH:57][CH:58]=2)[NH:53]1. The catalyst class is: 4.